From a dataset of Forward reaction prediction with 1.9M reactions from USPTO patents (1976-2016). Predict the product of the given reaction. (1) Given the reactants [Cl:1][C:2]1[CH:7]=[CH:6][C:5]([S:8]([NH:11][CH2:12][CH2:13][C:14]2[CH:19]=[CH:18][CH:17]=[C:16]([CH2:20][CH:21]3[CH2:25][C:24]([O:26]CC(C)C)=[CH:23][C:22]3=[O:31])[CH:15]=2)(=[O:10])=[O:9])=[CH:4][CH:3]=1, predict the reaction product. The product is: [Cl:1][C:2]1[CH:3]=[CH:4][C:5]([S:8]([NH:11][CH2:12][CH2:13][C:14]2[CH:19]=[CH:18][CH:17]=[C:16]([CH2:20][CH:21]3[CH2:25][C:24](=[O:26])[CH:23]=[C:22]3[OH:31])[CH:15]=2)(=[O:9])=[O:10])=[CH:6][CH:7]=1. (2) Given the reactants [NH2:1][C:2]1[N:7]=[C:6]([OH:8])[C:5]([CH2:9][C:10]2[CH:15]=[CH:14][C:13]([CH2:16]O)=[CH:12][C:11]=2[O:18][CH3:19])=[C:4]([CH3:20])[N:3]=1.C(N(CC)C(C)C)(C)C.[CH:30]([C:33]1[CH:38]=[C:37]([CH:39]([CH3:41])[CH3:40])[CH:36]=[C:35]([CH:42]([CH3:44])[CH3:43])[C:34]=1[S:45](Cl)(=[O:47])=[O:46])([CH3:32])[CH3:31].[Cl-].[Li+].CS([Cl:55])(=O)=O, predict the reaction product. The product is: [CH:42]([C:35]1[CH:36]=[C:37]([CH:39]([CH3:40])[CH3:41])[CH:38]=[C:33]([CH:30]([CH3:32])[CH3:31])[C:34]=1[S:45]([O:8][C:6]1[C:5]([CH2:9][C:10]2[CH:15]=[CH:14][C:13]([CH2:16][Cl:55])=[CH:12][C:11]=2[O:18][CH3:19])=[C:4]([CH3:20])[N:3]=[C:2]([NH2:1])[N:7]=1)(=[O:47])=[O:46])([CH3:43])[CH3:44]. (3) The product is: [Br:1][C:2]1[C:3]([NH:15][CH:16]2[CH2:21][CH2:20][N:19]([CH3:22])[CH2:18][CH2:17]2)=[CH:4][C:5]([NH2:8])=[N:6][CH:7]=1. Given the reactants [Br:1][C:2]1[C:3]([NH:15][CH:16]2[CH2:21][CH2:20][N:19]([CH3:22])[CH2:18][CH2:17]2)=[CH:4][C:5]([NH:8]C(=O)C(C)(C)C)=[N:6][CH:7]=1.C([O-])([O-])=O.[Na+].[Na+], predict the reaction product. (4) Given the reactants B(O)O.Br[C:5]1[N:12]=[CH:11][CH:10]=[CH:9][C:6]=1[CH:7]=[O:8].[F:13][C:14]([F:24])([F:23])[C:15]1[S:19][C:18](B(O)O)=[CH:17][CH:16]=1, predict the reaction product. The product is: [F:13][C:14]([F:24])([F:23])[C:15]1[S:19][C:18]([C:5]2[N:12]=[CH:11][CH:10]=[CH:9][C:6]=2[CH:7]=[O:8])=[CH:17][CH:16]=1. (5) Given the reactants [NH:1]1[CH2:6][CH2:5][CH:4]([CH2:7][NH:8][C:9](=[O:24])[C:10]2[CH:15]=[C:14]([C:16]([F:19])([F:18])[F:17])[CH:13]=[C:12]([C:20]([F:23])([F:22])[F:21])[CH:11]=2)[CH2:3][CH2:2]1.[O:25]=[C:26]1[NH:30][C@@H:29]([C:31](O)=[O:32])[CH2:28][CH2:27]1.CN(C(ON1N=NC2C=CC=NC1=2)=[N+](C)C)C.F[P-](F)(F)(F)(F)F.C([O-])(O)=O.[Na+], predict the reaction product. The product is: [O:25]=[C:26]1[NH:30][C@@H:29]([C:31]([N:1]2[CH2:6][CH2:5][CH:4]([CH2:7][NH:8][C:9](=[O:24])[C:10]3[CH:11]=[C:12]([C:20]([F:21])([F:22])[F:23])[CH:13]=[C:14]([C:16]([F:18])([F:19])[F:17])[CH:15]=3)[CH2:3][CH2:2]2)=[O:32])[CH2:28][CH2:27]1. (6) Given the reactants C([O:4][C@@:5]1([CH2:42][N:43]=[N+]=[N-])[C@@H:10]([O:11]C(=O)C)[C@H:9]([O:15]C(=O)C)[C@@H:8]([CH2:19][O:20]C(=O)C)[O:7][C@@H:6]1[O:24][C:25]1[CH:30]=[CH:29][C:28]([C:31]2[CH:36]=[CH:35][CH:34]=[C:33]([C:37](=[O:40])[NH:38][CH3:39])[CH:32]=2)=[CH:27][C:26]=1[CH3:41])(=O)C, predict the reaction product. The product is: [NH2:43][CH2:42][C@:5]1([OH:4])[C@@H:10]([OH:11])[C@H:9]([OH:15])[C@@H:8]([CH2:19][OH:20])[O:7][C@@H:6]1[O:24][C:25]1[CH:30]=[CH:29][C:28]([C:31]2[CH:32]=[C:33]([CH:34]=[CH:35][CH:36]=2)[C:37]([NH:38][CH3:39])=[O:40])=[CH:27][C:26]=1[CH3:41]. (7) Given the reactants Cl[C:2]1[C:11]2[C:6](=[CH:7][CH:8]=[C:9]([C:12]([N:14]3[CH2:17][C:16]([F:19])([F:18])[CH2:15]3)=[O:13])[CH:10]=2)[C:5]([NH2:20])=[N:4][CH:3]=1.[CH3:21][N:22]1[C:31]2[C:26](=[CH:27][C:28](B3OC(C)(C)C(C)(C)O3)=[CH:29][CH:30]=2)[CH2:25][CH2:24][C:23]1=[O:41].CC([O-])=O.[K+].CN(C)C=O, predict the reaction product. The product is: [NH2:20][C:5]1[C:6]2[C:11](=[CH:10][C:9]([C:12]([N:14]3[CH2:17][C:16]([F:19])([F:18])[CH2:15]3)=[O:13])=[CH:8][CH:7]=2)[C:2]([C:28]2[CH:27]=[C:26]3[C:31](=[CH:30][CH:29]=2)[N:22]([CH3:21])[C:23](=[O:41])[CH2:24][CH2:25]3)=[CH:3][N:4]=1. (8) Given the reactants Cl[C:2]1[CH:7]=[C:6]([C:8]2[CH:13]=[CH:12][CH:11]=[C:10]([Cl:14])[CH:9]=2)[N:5]=[C:4]2[CH2:15][CH2:16][CH2:17][C:3]=12.[NH2:18][C:19]1[CH:24]=[CH:23][C:22]([CH2:25][C@@H:26]([OH:28])[CH3:27])=[CH:21][CH:20]=1, predict the reaction product. The product is: [Cl:14][C:10]1[CH:9]=[C:8]([C:6]2[N:5]=[C:4]3[CH2:15][CH2:16][CH2:17][C:3]3=[C:2]([NH:18][C:19]3[CH:20]=[CH:21][C:22]([CH2:25][C@@H:26]([OH:28])[CH3:27])=[CH:23][CH:24]=3)[CH:7]=2)[CH:13]=[CH:12][CH:11]=1.